Dataset: Peptide-MHC class I binding affinity with 185,985 pairs from IEDB/IMGT. Task: Regression. Given a peptide amino acid sequence and an MHC pseudo amino acid sequence, predict their binding affinity value. This is MHC class I binding data. (1) The peptide sequence is KRWGFRSGV. The MHC is HLA-A02:03 with pseudo-sequence HLA-A02:03. The binding affinity (normalized) is 0.0847. (2) The peptide sequence is YIDWMVSVP. The MHC is HLA-B51:01 with pseudo-sequence HLA-B51:01. The binding affinity (normalized) is 0.0847. (3) The peptide sequence is LLIDDSFSS. The MHC is HLA-A02:50 with pseudo-sequence HLA-A02:50. The binding affinity (normalized) is 0.898. (4) The peptide sequence is NTCKPTILAT. The MHC is HLA-A68:02 with pseudo-sequence HLA-A68:02. The binding affinity (normalized) is 0.316.